Predict the reaction yield, written as a fraction of the theoretical maximum amount of product (1.0 means a 100% yield; for example, 0.34 means a 34% yield). From a dataset of Reaction yield outcomes from USPTO patents with 853,638 reactions. (1) The yield is 0.960. The catalyst is ClCCl.O. The product is [CH2:26]([N:18]([CH2:11][C:12]1[CH:17]=[CH:16][CH:15]=[CH:14][CH:13]=1)[CH:19]1[CH2:20][CH2:21][C:22](=[O:25])[CH2:23][CH2:24]1)[C:27]1[CH:28]=[CH:29][CH:30]=[CH:31][CH:32]=1. The reactants are C(Cl)(=O)C(Cl)=O.CS(C)=O.[CH2:11]([N:18]([CH2:26][C:27]1[CH:32]=[CH:31][CH:30]=[CH:29][CH:28]=1)[C@H:19]1[CH2:24][CH2:23][C@H:22]([OH:25])[CH2:21][CH2:20]1)[C:12]1[CH:17]=[CH:16][CH:15]=[CH:14][CH:13]=1.C(N(CC)CC)C. (2) The reactants are [S:1]1[CH:5]=[CH:4][N:3]=[C:2]1[NH:6][S:7]([C:10]1[CH:15]=[CH:14][C:13]([CH:16]2[CH2:21][CH2:20][N:19](C(=O)C(F)(F)F)[CH2:18][CH2:17]2)=[CH:12][CH:11]=1)(=[O:9])=[O:8].[OH-].[Na+]. The catalyst is CC(O)=O. The product is [NH:19]1[CH2:18][CH2:17][CH:16]([C:13]2[CH:12]=[CH:11][C:10]([S:7]([NH:6][C:2]3[S:1][CH:5]=[CH:4][N:3]=3)(=[O:8])=[O:9])=[CH:15][CH:14]=2)[CH2:21][CH2:20]1. The yield is 0.870. (3) The reactants are [Br:1][C:2]1[S:6][C:5]2=[C:7](C(O)=O)[N:8]=[CH:9][N:4]2[CH:3]=1. The catalyst is C(O)(=O)C. The product is [Br:1][C:2]1[S:6][C:5]2=[CH:7][N:8]=[CH:9][N:4]2[CH:3]=1. The yield is 0.140. (4) The reactants are [I:1][C:2]1[C:10]2[C:5](=[CH:6][CH:7]=[C:8]([C:11]([OH:13])=O)[CH:9]=2)[NH:4][N:3]=1.[CH3:14][C:15]1[CH:25]=[CH:24][CH:23]=[CH:22][C:16]=1[CH2:17][C:18]1([NH2:21])[CH2:20][CH2:19]1.Cl.CN(C(ON1N=NC2C=CC=CC1=2)=[N+](C)C)C.[B-](F)(F)(F)F.CCN(C(C)C)C(C)C. The catalyst is CN(C=O)C. The product is [I:1][C:2]1[C:10]2[C:5](=[CH:6][CH:7]=[C:8]([C:11]([NH:21][C:18]3([CH2:17][C:16]4[CH:22]=[CH:23][CH:24]=[CH:25][C:15]=4[CH3:14])[CH2:20][CH2:19]3)=[O:13])[CH:9]=2)[NH:4][N:3]=1. The yield is 0.450.